From a dataset of Catalyst prediction with 721,799 reactions and 888 catalyst types from USPTO. Predict which catalyst facilitates the given reaction. Reactant: [F:1][C:2]([F:21])([F:20])[C:3]1[CH:4]=[C:5]([C:9]2[N:10]=[C:11]([CH:14]3[CH2:19][CH2:18][NH:17][CH2:16][CH2:15]3)[NH:12][CH:13]=2)[CH:6]=[CH:7][CH:8]=1.C(Cl)Cl.C(N(CC)CC)C.[C:32](O[C:32]([O:34][C:35]([CH3:38])([CH3:37])[CH3:36])=[O:33])([O:34][C:35]([CH3:38])([CH3:37])[CH3:36])=[O:33]. Product: [F:21][C:2]([F:20])([F:1])[C:3]1[CH:4]=[C:5]([C:9]2[N:10]=[C:11]([CH:14]3[CH2:15][CH2:16][N:17]([C:32]([O:34][C:35]([CH3:38])([CH3:37])[CH3:36])=[O:33])[CH2:18][CH2:19]3)[NH:12][CH:13]=2)[CH:6]=[CH:7][CH:8]=1. The catalyst class is: 1.